From a dataset of Catalyst prediction with 721,799 reactions and 888 catalyst types from USPTO. Predict which catalyst facilitates the given reaction. (1) Reactant: [CH3:1][O:2][CH2:3][CH2:4][O:5][CH2:6][C:7]([OH:9])=O.ClC(OCC(C)C)=O.[N+:18]([C:21]1[CH:22]=[C:23]([CH:25]=[CH:26][CH:27]=1)[NH2:24])([O-:20])=[O:19].C(=O)(O)[O-].[Na+]. Product: [CH3:1][O:2][CH2:3][CH2:4][O:5][CH2:6][C:7]([NH:24][C:23]1[CH:25]=[CH:26][CH:27]=[C:21]([N+:18]([O-:20])=[O:19])[CH:22]=1)=[O:9]. The catalyst class is: 571. (2) Reactant: [C:1]([C:5]1[CH:14]=[C:13]2[C:8]([CH:9]=[C:10]([C:15]([O:17]CC)=[O:16])[CH:11]=[N:12]2)=[CH:7][CH:6]=1)([CH3:4])([CH3:3])[CH3:2].[OH-].[Na+]. Product: [C:1]([C:5]1[CH:14]=[C:13]2[C:8]([CH:9]=[C:10]([C:15]([OH:17])=[O:16])[CH:11]=[N:12]2)=[CH:7][CH:6]=1)([CH3:4])([CH3:2])[CH3:3]. The catalyst class is: 8. (3) Reactant: Cl[C:2]1[N:7]=[C:6]([CH2:8][O:9][CH3:10])[N:5]=[C:4]([NH:11][CH2:12][CH2:13][C:14]2[CH:19]=[CH:18][C:17]([Cl:20])=[CH:16][C:15]=2[Cl:21])[CH:3]=1.[C:22]([C:25]([C:28]1[CH:29]=[C:30](B(O)O)[CH:31]=[CH:32][CH:33]=1)([CH3:27])[CH3:26])([OH:24])=[O:23].C([O-])([O-])=O.[Cs+].[Cs+]. Product: [Cl:21][C:15]1[CH:16]=[C:17]([Cl:20])[CH:18]=[CH:19][C:14]=1[CH2:13][CH2:12][NH:11][C:4]1[N:5]=[C:6]([CH2:8][O:9][CH3:10])[N:7]=[C:2]([C:30]2[CH:29]=[C:28]([C:25]([CH3:27])([CH3:26])[C:22]([OH:24])=[O:23])[CH:33]=[CH:32][CH:31]=2)[CH:3]=1. The catalyst class is: 108.